Dataset: Reaction yield outcomes from USPTO patents with 853,638 reactions. Task: Predict the reaction yield, written as a fraction of the theoretical maximum amount of product (1.0 means a 100% yield; for example, 0.34 means a 34% yield). (1) The reactants are [Cl:1][C:2]1[CH:7]=[CH:6][C:5]([C:8]([C:10]2[C:18]([F:19])=[CH:17][CH:16]=[C:15]([F:20])[C:11]=2[C:12]([OH:14])=[O:13])=O)=[CH:4][C:3]=1[N+:21]([O-:23])=[O:22].ClCCl.N1C(F)=NC(F)=NC=1[F:29]. The catalyst is O. The product is [Cl:1][C:2]1[CH:7]=[CH:6][C:5]([C:8]2([F:29])[C:10]3[C:18]([F:19])=[CH:17][CH:16]=[C:15]([F:20])[C:11]=3[C:12](=[O:14])[O:13]2)=[CH:4][C:3]=1[N+:21]([O-:23])=[O:22]. The yield is 0.820. (2) The product is [C:18]([C:22]1[N:23]=[C:24]([O:10][C:3]2[C:4]([CH3:9])=[CH:5][C:6]([CH3:8])=[CH:7][C:2]=2[CH3:1])[C:25]([C:29]([O:31][CH2:32][CH3:33])=[O:30])=[CH:26][N:27]=1)([CH3:21])([CH3:19])[CH3:20]. The reactants are [CH3:1][C:2]1[CH:7]=[C:6]([CH3:8])[CH:5]=[C:4]([CH3:9])[C:3]=1[OH:10].[H-].[Na+].CN(C)C=O.[C:18]([C:22]1[N:27]=[C:26](Cl)[C:25]([C:29]([O:31][CH2:32][CH3:33])=[O:30])=[CH:24][N:23]=1)([CH3:21])([CH3:20])[CH3:19]. The yield is 0.580. The catalyst is O.O1CCCC1. (3) The reactants are C([C@@H]1COC(=O)N1[C:14](=[O:40])[C@H:15]([CH3:39])[C@H:16]([C@H:25]1[CH2:29][O:28][C:27]([CH3:31])([CH3:30])[N:26]1[C:32]([O:34][C:35]([CH3:38])([CH3:37])[CH3:36])=[O:33])[O:17][Si:18]([C:21]([CH3:24])([CH3:23])[CH3:22])([CH3:20])[CH3:19])C1C=CC=CC=1.C(O)C.[Li+].[BH4-]. The catalyst is C1COCC1.C(OCC)C.[OH-].[Na+]. The product is [Si:18]([O:17][C@@H:16]([C@H:25]1[CH2:29][O:28][C:27]([CH3:31])([CH3:30])[N:26]1[C:32]([O:34][C:35]([CH3:36])([CH3:38])[CH3:37])=[O:33])[C@@H:15]([CH3:39])[CH2:14][OH:40])([C:21]([CH3:22])([CH3:23])[CH3:24])([CH3:20])[CH3:19]. The yield is 0.710. (4) The reactants are C([Li])CCC.C(NC(C)C)(C)C.[CH:13]1([CH2:16][C:17]#[N:18])[CH2:15][CH2:14]1.C[O:20][C:21](=O)[C:22]1[CH:27]=[CH:26][C:25]([C:28]#[N:29])=[CH:24][CH:23]=1. The catalyst is CCCCCC.O1CCCC1. The yield is 1.00. The product is [C:17]([CH:16]([CH:13]1[CH2:15][CH2:14]1)[C:21]([C:22]1[CH:27]=[CH:26][C:25]([C:28]#[N:29])=[CH:24][CH:23]=1)=[O:20])#[N:18].